This data is from Reaction yield outcomes from USPTO patents with 853,638 reactions. The task is: Predict the reaction yield, written as a fraction of the theoretical maximum amount of product (1.0 means a 100% yield; for example, 0.34 means a 34% yield). (1) The reactants are [N:1]12[CH2:9][CH2:8][CH:5]([CH2:6][CH2:7]1)[NH:4][CH2:3][CH2:2]2.[N:10]([C:13]([C:16]1[CH:21]=[CH:20][CH:19]=[C:18]([C:22]([CH3:24])=[CH2:23])[CH:17]=1)([CH3:15])[CH3:14])=[C:11]=[O:12]. The catalyst is C(Cl)(Cl)Cl. The product is [CH2:23]=[C:22]([C:18]1[CH:17]=[C:16]([C:13]([NH:10][C:11]([N:4]2[CH:5]3[CH2:8][CH2:9][N:1]([CH2:7][CH2:6]3)[CH2:2][CH2:3]2)=[O:12])([CH3:15])[CH3:14])[CH:21]=[CH:20][CH:19]=1)[CH3:24]. The yield is 0.360. (2) The reactants are Cl[CH2:2][C:3]([O:5][CH2:6][CH3:7])=[O:4].[CH2:8]([NH:15][CH2:16][C:17]1[CH:22]=[CH:21][CH:20]=[CH:19][CH:18]=1)[C:9]1[CH:14]=[CH:13][CH:12]=[CH:11][CH:10]=1. The catalyst is CCO. The product is [CH2:16]([N:15]([CH2:8][C:9]1[CH:14]=[CH:13][CH:12]=[CH:11][CH:10]=1)[CH2:2][C:3]([O:5][CH2:6][CH3:7])=[O:4])[C:17]1[CH:22]=[CH:21][CH:20]=[CH:19][CH:18]=1. The yield is 0.800. (3) The reactants are [CH3:1][S:2]([NH2:5])(=[O:4])=[O:3].[H-].[Na+].[F:8][C:9]1[CH:10]=[C:11]([CH:24]2[C:33]([CH3:35])([CH3:34])[CH2:32][C:31]3[C:26](=[CH:27][CH:28]=[C:29]([C:36](O)=[O:37])[CH:30]=3)[NH:25]2)[CH:12]=[C:13]([N:15]2[CH2:20][CH2:19][N:18]([CH:21]([CH3:23])[CH3:22])[CH2:17][CH2:16]2)[CH:14]=1.C(N1C=CN=C1)(N1C=CN=C1)=O. The catalyst is CN(C)C=O. The product is [F:8][C:9]1[CH:10]=[C:11]([CH:24]2[C:33]([CH3:35])([CH3:34])[CH2:32][C:31]3[C:26](=[CH:27][CH:28]=[C:29]([C:36]([NH:5][S:2]([CH3:1])(=[O:4])=[O:3])=[O:37])[CH:30]=3)[NH:25]2)[CH:12]=[C:13]([N:15]2[CH2:16][CH2:17][N:18]([CH:21]([CH3:22])[CH3:23])[CH2:19][CH2:20]2)[CH:14]=1. The yield is 0.140. (4) The reactants are [Br:1]Br.[C:3]([O:12][CH3:13])(=[O:11])[C:4]1[C:5](=[CH:7][CH:8]=[CH:9][CH:10]=1)[OH:6]. The catalyst is C(O)(=O)C. The product is [Br:1][C:9]1[CH:8]=[CH:7][C:5]([OH:6])=[C:4]([CH:10]=1)[C:3]([O:12][CH3:13])=[O:11]. The yield is 0.830. (5) The reactants are [O:1]1[C:5]2[CH:6]=[CH:7][C:8]([C:10]3([C:13]([NH:15][C:16]4[CH:17]=[C:18]([C:23]5[CH:28]=[CH:27][C:26]([CH2:29]O)=[CH:25][CH:24]=5)[C:19]([CH3:22])=[CH:20][CH:21]=4)=[O:14])[CH2:12][CH2:11]3)=[CH:9][C:4]=2[O:3][CH2:2]1.CS(Cl)(=O)=O.[CH:36]([N:39](CC)C(C)C)(C)C.CN.C1COCC1. The catalyst is ClCCl. The product is [O:1]1[C:5]2[CH:6]=[CH:7][C:8]([C:10]3([C:13]([NH:15][C:16]4[CH:17]=[C:18]([C:23]5[CH:28]=[CH:27][C:26]([CH2:29][NH:39][CH3:36])=[CH:25][CH:24]=5)[C:19]([CH3:22])=[CH:20][CH:21]=4)=[O:14])[CH2:12][CH2:11]3)=[CH:9][C:4]=2[O:3][CH2:2]1. The yield is 0.600.